Dataset: Reaction yield outcomes from USPTO patents with 853,638 reactions. Task: Predict the reaction yield, written as a fraction of the theoretical maximum amount of product (1.0 means a 100% yield; for example, 0.34 means a 34% yield). (1) The reactants are [NH2:1][CH2:2][CH2:3][CH2:4][CH2:5][CH2:6][C:7]([OH:9])=[O:8].[C:10]1(=O)[O:15][C:13](=[O:14])[C:12]2=[CH:16][CH:17]=[CH:18][CH:19]=[C:11]12.C(N(CC)CC)C. The catalyst is C1(C)C=CC=CC=1. The product is [O:14]=[C:13]1[C:12]2[C:11](=[CH:19][CH:18]=[CH:17][CH:16]=2)[C:10](=[O:15])[N:1]1[CH2:2][CH2:3][CH2:4][CH2:5][CH2:6][C:7]([OH:9])=[O:8]. The yield is 0.930. (2) The catalyst is C1(C)C=CC=CC=1. The yield is 0.500. The reactants are [CH2:1]([N:8]1[CH2:13][CH2:12][C:11](=O)[CH2:10][CH2:9]1)[C:2]1[CH:7]=[CH:6][CH:5]=[CH:4][CH:3]=1.[C:15]([NH2:18])(=[O:17])[CH3:16].O.C1(C)C=CC(S(O)(=O)=O)=CC=1.O. The product is [CH2:1]([N:8]1[CH2:13][CH:12]=[C:11]([NH:18][C:15](=[O:17])[CH3:16])[CH2:10][CH2:9]1)[C:2]1[CH:7]=[CH:6][CH:5]=[CH:4][CH:3]=1. (3) The reactants are [Cl:1][C:2]1[CH:7]=[CH:6][C:5]([C:8]2[CH:13]=[CH:12][N+:11]([O-])=[CH:10][CH:9]=2)=[CH:4][CH:3]=1.C(OC(=O)C)(=[O:17])C. No catalyst specified. The product is [Cl:1][C:2]1[CH:7]=[CH:6][C:5]([C:8]2[CH:13]=[CH:12][NH:11][C:10](=[O:17])[CH:9]=2)=[CH:4][CH:3]=1. The yield is 0.480. (4) The reactants are ClCCCl.[Br:5][C:6]1[CH:7]=[C:8]([CH:11]=[CH:12][CH:13]=1)[CH:9]=O.[O:14]([C:21]1[CH:22]=[C:23]([CH:25]=[CH:26][CH:27]=1)[NH2:24])[C:15]1[CH:20]=[CH:19][CH:18]=[CH:17][CH:16]=1.[BH-](OC(C)=O)(OC(C)=O)OC(C)=O.[Na+]. The catalyst is O.C(O)(=O)C. The product is [O:14]([C:21]1[CH:22]=[C:23]([NH:24][CH2:9][C:8]2[CH:11]=[CH:12][CH:13]=[C:6]([Br:5])[CH:7]=2)[CH:25]=[CH:26][CH:27]=1)[C:15]1[CH:16]=[CH:17][CH:18]=[CH:19][CH:20]=1. The yield is 0.980. (5) The reactants are [CH3:1][O:2][C:3]1[CH:45]=[CH:44][C:6]([CH2:7][N:8]2[C:12]3=[N:13][CH:14]=[CH:15][C:16]([O:17][C:18]4[CH:23]=[CH:22][C:21]([O:24][C:25]5[CH:30]=[CH:29][CH:28]=[CH:27][CH:26]=5)=[CH:20][CH:19]=4)=[C:11]3[C:10]([NH:31][C@@H:32]3[CH2:36][CH2:35][N:34](C(OC(C)(C)C)=O)[CH2:33]3)=[N:9]2)=[CH:5][CH:4]=1.C(O)(C(F)(F)F)=O. The catalyst is C(Cl)Cl. The product is [CH3:1][O:2][C:3]1[CH:4]=[CH:5][C:6]([CH2:7][N:8]2[C:12]3=[N:13][CH:14]=[CH:15][C:16]([O:17][C:18]4[CH:19]=[CH:20][C:21]([O:24][C:25]5[CH:30]=[CH:29][CH:28]=[CH:27][CH:26]=5)=[CH:22][CH:23]=4)=[C:11]3[C:10]([NH:31][C@@H:32]3[CH2:36][CH2:35][NH:34][CH2:33]3)=[N:9]2)=[CH:44][CH:45]=1. The yield is 1.00. (6) The reactants are [O:1]1[CH:5]=[CH:4][CH:3]=[C:2]1[CH2:6][NH:7][S:8]([C:11]1[CH:19]=[CH:18][C:14]([C:15]([OH:17])=[O:16])=[CH:13][CH:12]=1)(=[O:10])=[O:9].C(=O)([O-])[O-].[Cs+].[Cs+].Br[CH2:27][C:28]1[CH:33]=[CH:32][CH:31]=[CH:30][CH:29]=1. The catalyst is CN(C=O)C.C(OCC)(=O)C. The product is [CH2:27]([N:7]([CH2:6][C:2]1[O:1][CH:5]=[CH:4][CH:3]=1)[S:8]([C:11]1[CH:19]=[CH:18][C:14]([C:15]([OH:17])=[O:16])=[CH:13][CH:12]=1)(=[O:10])=[O:9])[C:28]1[CH:33]=[CH:32][CH:31]=[CH:30][CH:29]=1. The yield is 0.350. (7) The reactants are [CH3:1][O:2][C:3]1[C:12]([C:13]([O:15]CC)=[O:14])=[C:11]([O:18][CH3:19])[C:10]2[C:5](=[CH:6][CH:7]=[CH:8][CH:9]=2)[N:4]=1.Cl. The catalyst is [OH-].[Na+]. The product is [CH3:1][O:2][C:3]1[C:12]([C:13]([OH:15])=[O:14])=[C:11]([O:18][CH3:19])[C:10]2[C:5](=[CH:6][CH:7]=[CH:8][CH:9]=2)[N:4]=1. The yield is 0.500. (8) The reactants are [AlH4-].[Li+].[NH2:3][C@H:4]1[C:12]2[C:7](=[CH:8][CH:9]=[CH:10][CH:11]=2)[CH2:6][C@H:5]1[C:13]([N:15]([CH3:17])[CH3:16])=O. The catalyst is C1COCC1. The product is [CH3:17][N:15]([CH2:13][C@@H:5]1[CH2:6][C:7]2[C:12](=[CH:11][CH:10]=[CH:9][CH:8]=2)[C@@H:4]1[NH2:3])[CH3:16]. The yield is 0.950. (9) The reactants are [NH2:1][C@@H:2]([C:7]1[CH:16]=[CH:15][C:14]2[C:9](=[CH:10][CH:11]=[CH:12][CH:13]=2)[CH:8]=1)[C:3]([CH3:6])([OH:5])[CH3:4].C([N:19]([CH2:22][CH3:23])CC)C.[CH3:24][C:25]([CH3:32])([C:29](Cl)=[O:30])[C:26](Cl)=[O:27].[Cl-].[NH4+]. The catalyst is ClCCl. The product is [CH:8]1[C:9]2[C:14](=[CH:13][CH:12]=[CH:11][CH:10]=2)[CH:15]=[CH:16][C:7]=1[C@H:2]([NH:1][C:26](=[O:27])[C:25]([CH3:32])([CH3:24])[C:29]([NH:19][C@@H:22]([C:23]1[CH:7]=[CH:8][C:9]2[C:14](=[CH:13][CH:12]=[CH:11][CH:10]=2)[CH:15]=1)[C:3]([CH3:2])([OH:5])[CH3:4])=[O:30])[C:3]([OH:5])([CH3:6])[CH3:4]. The yield is 1.00.